This data is from Peptide-MHC class I binding affinity with 185,985 pairs from IEDB/IMGT. The task is: Regression. Given a peptide amino acid sequence and an MHC pseudo amino acid sequence, predict their binding affinity value. This is MHC class I binding data. (1) The peptide sequence is IISLFYTFA. The MHC is HLA-A02:03 with pseudo-sequence HLA-A02:03. The binding affinity (normalized) is 0.738. (2) The peptide sequence is DSEPISILDR. The MHC is HLA-A11:01 with pseudo-sequence HLA-A11:01. The binding affinity (normalized) is 0. (3) The peptide sequence is YYPEDPVKL. The MHC is HLA-A31:01 with pseudo-sequence HLA-A31:01. The binding affinity (normalized) is 0.0847. (4) The peptide sequence is KTTLSLDYAW. The MHC is HLA-B57:01 with pseudo-sequence HLA-B57:01. The binding affinity (normalized) is 1.00. (5) The peptide sequence is PLYIDISDVK. The MHC is HLA-A31:01 with pseudo-sequence HLA-A31:01. The binding affinity (normalized) is 0.154.